This data is from NCI-60 drug combinations with 297,098 pairs across 59 cell lines. The task is: Regression. Given two drug SMILES strings and cell line genomic features, predict the synergy score measuring deviation from expected non-interaction effect. (1) Drug 1: CC1=C(C=C(C=C1)C(=O)NC2=CC(=CC(=C2)C(F)(F)F)N3C=C(N=C3)C)NC4=NC=CC(=N4)C5=CN=CC=C5. Drug 2: CCCCCOC(=O)NC1=NC(=O)N(C=C1F)C2C(C(C(O2)C)O)O. Cell line: NCI-H226. Synergy scores: CSS=-1.15, Synergy_ZIP=0.693, Synergy_Bliss=0.631, Synergy_Loewe=-4.91, Synergy_HSA=-4.77. (2) Drug 1: CC1C(C(CC(O1)OC2CC(CC3=C2C(=C4C(=C3O)C(=O)C5=C(C4=O)C(=CC=C5)OC)O)(C(=O)CO)O)N)O.Cl. Drug 2: CC1OCC2C(O1)C(C(C(O2)OC3C4COC(=O)C4C(C5=CC6=C(C=C35)OCO6)C7=CC(=C(C(=C7)OC)O)OC)O)O. Cell line: UACC62. Synergy scores: CSS=37.0, Synergy_ZIP=3.98, Synergy_Bliss=4.91, Synergy_Loewe=1.04, Synergy_HSA=6.68. (3) Drug 1: CC1=CC2C(CCC3(C2CCC3(C(=O)C)OC(=O)C)C)C4(C1=CC(=O)CC4)C. Drug 2: C(CC(=O)O)C(=O)CN.Cl. Cell line: NCI-H522. Synergy scores: CSS=14.1, Synergy_ZIP=1.41, Synergy_Bliss=6.03, Synergy_Loewe=2.20, Synergy_HSA=5.47. (4) Drug 1: CN1C(=O)N2C=NC(=C2N=N1)C(=O)N. Drug 2: C(CN)CNCCSP(=O)(O)O. Cell line: SF-539. Synergy scores: CSS=5.17, Synergy_ZIP=0.0738, Synergy_Bliss=0.684, Synergy_Loewe=2.98, Synergy_HSA=1.60.